From a dataset of Reaction yield outcomes from USPTO patents with 853,638 reactions. Predict the reaction yield, written as a fraction of the theoretical maximum amount of product (1.0 means a 100% yield; for example, 0.34 means a 34% yield). (1) The reactants are [C:1]([C:3]1[CH:11]=[C:7]([C:8]([OH:10])=[O:9])[C:6]([OH:12])=[CH:5][CH:4]=1)#[N:2].[C:13](O)([C:15](F)(F)F)=O.[C:20](OC(C(F)(F)F)=O)(C(F)(F)F)=O. The catalyst is CC(C)=O. The product is [CH3:20][C:13]1([CH3:15])[O:12][C:6]2[CH:5]=[CH:4][C:3]([C:1]#[N:2])=[CH:11][C:7]=2[C:8](=[O:10])[O:9]1. The yield is 0.150. (2) The reactants are [OH:1][C:2]1[CH:12]=[CH:11][C:5]([C:6]([O:8][CH2:9][CH3:10])=[O:7])=[CH:4][CH:3]=1.C(=O)([O-])[O-].[K+].[K+].[CH3:19][C:20]([CH3:24])=[CH:21][CH2:22]Cl. The catalyst is C(#N)C. The product is [CH3:19][C:20]([CH3:24])=[CH:21][CH2:22][O:1][C:2]1[CH:3]=[CH:4][C:5]([C:6]([O:8][CH2:9][CH3:10])=[O:7])=[CH:11][CH:12]=1. The yield is 0.950. (3) The reactants are [F:1][C:2]([F:16])([F:15])[C:3]1[CH:4]=[C:5]([CH:8]=[C:9]([C:11]([F:14])([F:13])[F:12])[CH:10]=1)[CH2:6][NH2:7].[CH:17]1([CH2:23][N:24]2[CH2:29][CH2:28][N:27]([C:30]3[C:39]([CH:40]=O)=[CH:38][C:37]4[C:32](=[CH:33][CH:34]=[CH:35][CH:36]=4)[N:31]=3)[CH2:26][CH2:25]2)[CH2:22][CH2:21][CH2:20][CH2:19][CH2:18]1.C(O)(=O)C.C([BH3-])#N.[Na+]. The catalyst is CO. The product is [F:1][C:2]([F:15])([F:16])[C:3]1[CH:4]=[C:5]([CH:8]=[C:9]([C:11]([F:14])([F:12])[F:13])[CH:10]=1)[CH2:6][NH:7][CH2:40][C:39]1[C:30]([N:27]2[CH2:26][CH2:25][N:24]([CH2:23][CH:17]3[CH2:22][CH2:21][CH2:20][CH2:19][CH2:18]3)[CH2:29][CH2:28]2)=[N:31][C:32]2[C:37]([CH:38]=1)=[CH:36][CH:35]=[CH:34][CH:33]=2. The yield is 0.670. (4) The product is [ClH:1].[CH2:31]([N:30]([CH2:29][C:24]1[CH:25]=[CH:26][CH:27]=[CH:28][N:23]=1)[C:20](=[O:22])[CH2:19][C:18]1[N:12]2[CH:13]=[CH:14][C:15]([CH3:17])=[CH:16][C:11]2=[N:10][C:9]=1[C:4]1[CH:5]=[CH:6][C:7]([Cl:8])=[C:2]([Cl:1])[CH:3]=1)[CH3:32]. No catalyst specified. The reactants are [Cl:1][C:2]1[CH:3]=[C:4]([C:9]2[N:10]=[C:11]3[CH:16]=[C:15]([CH3:17])[CH:14]=[CH:13][N:12]3[C:18]=2[CH2:19][C:20]([OH:22])=O)[CH:5]=[CH:6][C:7]=1[Cl:8].[N:23]1[CH:28]=[CH:27][CH:26]=[CH:25][C:24]=1[CH2:29][NH:30][CH2:31][CH3:32]. The yield is 0.755.